This data is from Reaction yield outcomes from USPTO patents with 853,638 reactions. The task is: Predict the reaction yield, written as a fraction of the theoretical maximum amount of product (1.0 means a 100% yield; for example, 0.34 means a 34% yield). (1) The reactants are Cl[CH2:2][CH2:3][O:4][C:5]1[CH:13]=[C:12]2[C:8]([C:9]([C:28]#[N:29])=[C:10]([C:16]3[CH:21]=[CH:20][C:19]([NH:22][C:23]([CH:25]4[CH2:27][CH2:26]4)=[O:24])=[CH:18][CH:17]=3)[N:11]2[CH2:14][CH3:15])=[CH:7][CH:6]=1.[Na+].[I-].C([O-])([O-])=O.[K+].[K+].[NH:38]1[CH:42]=[CH:41][N:40]=[CH:39]1. The catalyst is C(#N)C.C(OCC)(=O)C.O. The product is [C:28]([C:9]1[C:8]2[C:12](=[CH:13][C:5]([O:4][CH2:3][CH2:2][N:38]3[CH:42]=[CH:41][N:40]=[CH:39]3)=[CH:6][CH:7]=2)[N:11]([CH2:14][CH3:15])[C:10]=1[C:16]1[CH:21]=[CH:20][C:19]([NH:22][C:23]([CH:25]2[CH2:27][CH2:26]2)=[O:24])=[CH:18][CH:17]=1)#[N:29]. The yield is 0.710. (2) The reactants are FC(F)(F)C(O)=O.FC(F)(F)C(O)=O.[Cl:15][C:16]1[CH:17]=[C:18]([CH2:41]O)[CH:19]=[C:20]([Cl:40])[C:21]=1[C:22]1[NH:23][C:24]2[C:30]3[CH:31]=[CH:32][N:33]=[CH:34][C:29]=3[NH:28][C:27]3[N:35]=[CH:36][CH:37]=[CH:38][C:26]=3[C:25]=2[N:39]=1.C(N(CC)CC)C.S(Cl)([Cl:52])=O. The catalyst is C1(C)C=CC=CC=1.CO. The product is [Cl:15][C:16]1[CH:17]=[C:18]([CH2:41][Cl:52])[CH:19]=[C:20]([Cl:40])[C:21]=1[C:22]1[NH:23][C:24]2[C:30]3[CH:31]=[CH:32][N:33]=[CH:34][C:29]=3[NH:28][C:27]3[N:35]=[CH:36][CH:37]=[CH:38][C:26]=3[C:25]=2[N:39]=1. The yield is 0.650.